This data is from Full USPTO retrosynthesis dataset with 1.9M reactions from patents (1976-2016). The task is: Predict the reactants needed to synthesize the given product. (1) The reactants are: [C:1]([O:4][CH2:5][CH3:6])(=[O:3])[CH3:2].C1C2NC3C(=CC=CC=3)SC=2C=CC=1.C(OOC(=O)C1C=CC=CC=1)(=O)C1C=CC=CC=1.Cl.[Cl:40][C:41]([Cl:45])=[C:42]([Cl:44])[Cl:43]. Given the product [C:1]([O:4][CH2:5][CH3:6])(=[O:3])[CH3:2].[Cl:40][C:41]([Cl:45])=[C:42]([Cl:44])[Cl:43], predict the reactants needed to synthesize it. (2) Given the product [Br:11][C:12]1[CH:17]=[CH:16][CH:15]=[CH:14][C:13]=1[C:18]1[CH:19]=[CH:20][C:21]([CH2:24][N:7]2[CH:8]=[CH:9][CH:10]=[C:6]2[CH2:4][CH3:5])=[CH:22][CH:23]=1, predict the reactants needed to synthesize it. The reactants are: [OH-].[Na+].O.[CH2:4]([C:6]1[NH:7][CH:8]=[CH:9][CH:10]=1)[CH3:5].[Br:11][C:12]1[CH:17]=[CH:16][CH:15]=[CH:14][C:13]=1[C:18]1[CH:23]=[CH:22][C:21]([CH2:24]OS(C)(=O)=O)=[CH:20][CH:19]=1. (3) Given the product [CH3:22][C:21]1[C:16]([N:13]2[CH2:14][CH2:15][N:10]([C:8]([C:5]3[CH:6]=[CH:7][C:2]([I:25])=[CH:3][C:4]=3[CH3:24])=[O:9])[CH2:11][CH2:12]2)=[N:17][CH:18]=[C:19]([CH3:23])[CH:20]=1, predict the reactants needed to synthesize it. The reactants are: Br[C:2]1[CH:7]=[CH:6][C:5]([C:8]([N:10]2[CH2:15][CH2:14][N:13]([C:16]3[C:21]([CH3:22])=[CH:20][C:19]([CH3:23])=[CH:18][N:17]=3)[CH2:12][CH2:11]2)=[O:9])=[C:4]([CH3:24])[CH:3]=1.[I-:25].[Na+].C1(C)C=CC=CC=1.CNCCNC. (4) Given the product [CH3:56][CH2:57][O:58][CH2:32][CH3:27].[CH3:6][CH2:7][CH2:2][CH:3]([CH3:8])[CH3:4], predict the reactants needed to synthesize it. The reactants are: Cl[C:2]1[CH:7]=[CH:6]C=[CH:4][C:3]=1[C:8]1NN=C(S[C:8]([C:27]2[CH:32]=CC=CC=2)([C:27]2C=CC=C[CH:32]=2)[C:3]2[CH:4]=C[CH:6]=[CH:7][CH:2]=2)N=1.C1(P(C2C=CC=CC=2)C2C=CC=CC=2)C=CC=CC=1.ClC1C=C(C=CC=1)[CH2:56][CH2:57][OH:58].CCOC(/N=N/C(OCC)=O)=O.FC(F)(F)C(O)=O. (5) Given the product [NH2:29][C:25]1[N:24]=[C:23]([C:20]2[S:19][C:18]3[CH:30]=[CH:31][C:15]([NH:14][C:37](=[O:39])[C:36]4[CH:40]=[C:41]([O:45][CH3:46])[C:42]([O:43][CH3:44])=[C:34]([O:33][CH3:32])[CH:35]=4)=[CH:16][C:17]=3[C:21]=2[CH3:22])[CH:28]=[CH:27][N:26]=1, predict the reactants needed to synthesize it. The reactants are: C1(C(=[N:14][C:15]2[CH:31]=[CH:30][C:18]3[S:19][C:20]([C:23]4[CH:28]=[CH:27][N:26]=[C:25]([NH2:29])[N:24]=4)=[C:21]([CH3:22])[C:17]=3[CH:16]=2)C2C=CC=CC=2)C=CC=CC=1.[CH3:32][O:33][C:34]1[CH:35]=[C:36]([CH:40]=[C:41]([O:45][CH3:46])[C:42]=1[O:43][CH3:44])[C:37]([OH:39])=O.C(N(CC)CC)C.CN(C(ON1N=NC2C=CC=NC1=2)=[N+](C)C)C.F[P-](F)(F)(F)(F)F. (6) Given the product [Br:1][C:2]1[CH:3]=[CH:4][C:5]([O:8][CH2:12][O:13][CH3:14])=[CH:6][N:7]=1, predict the reactants needed to synthesize it. The reactants are: [Br:1][C:2]1[N:7]=[CH:6][C:5]([OH:8])=[CH:4][CH:3]=1.[H-].[Na+].Cl[CH2:12][O:13][CH3:14].C(=O)(O)[O-].[Na+]. (7) Given the product [Br:2][C:3]1[CH:8]=[CH:7][C:6]([CH2:9][NH:10][C:19](=[O:25])[CH2:20][C:21]([O:23][CH3:24])=[O:22])=[CH:5][CH:4]=1, predict the reactants needed to synthesize it. The reactants are: Cl.[Br:2][C:3]1[CH:8]=[CH:7][C:6]([CH2:9][NH2:10])=[CH:5][CH:4]=1.CCN(CC)CC.Cl[C:19](=[O:25])[CH2:20][C:21]([O:23][CH3:24])=[O:22].